Dataset: Forward reaction prediction with 1.9M reactions from USPTO patents (1976-2016). Task: Predict the product of the given reaction. (1) Given the reactants C[O:2][C:3]([CH:5]1[CH2:10][N:9]([C:11](=[O:30])[CH2:12][O:13][C:14]2[C:23]3[C:18](=[CH:19][C:20]([Cl:25])=[CH:21][C:22]=3[Cl:24])[CH:17]=[C:16]([C:26]([O:28]C)=[O:27])[CH:15]=2)[C:8]2[CH:31]=[CH:32][CH:33]=[CH:34][C:7]=2[O:6]1)=[O:4].[Li+].[OH-], predict the reaction product. The product is: [C:26]([C:16]1[CH:15]=[C:14]([O:13][CH2:12][C:11]([N:9]2[C:8]3[CH:31]=[CH:32][CH:33]=[CH:34][C:7]=3[O:6][CH:5]([C:3]([OH:4])=[O:2])[CH2:10]2)=[O:30])[C:23]2[C:18]([CH:17]=1)=[CH:19][C:20]([Cl:25])=[CH:21][C:22]=2[Cl:24])([OH:28])=[O:27]. (2) Given the reactants S(=O)(=O)(O)O.[F:6][C:7]1[CH:8]=[C:9]([CH:15]=[C:16]([F:18])[CH:17]=1)[CH:10]([OH:14])[C:11]([OH:13])=[O:12].[CH3:19]O, predict the reaction product. The product is: [F:6][C:7]1[CH:8]=[C:9]([CH:15]=[C:16]([F:18])[CH:17]=1)[CH:10]([OH:14])[C:11]([O:13][CH3:19])=[O:12]. (3) Given the reactants [CH3:1][O:2][C:3]([C:5]1[C:6](=[O:28])[C:7]2[CH:12]=[N:11][C:10](S(C)(=O)=O)=[N:9][C:8]=2[N:17]([C:19]2[CH:20]=[C:21]3[C:25](=[CH:26][CH:27]=2)[CH2:24][CH2:23][CH2:22]3)[CH:18]=1)=[O:4].[CH3:29][N:30]1[CH2:35][CH2:34][CH:33]([C:36]2[CH:41]=[CH:40][C:39]([NH2:42])=[CH:38][CH:37]=2)[CH2:32][CH2:31]1, predict the reaction product. The product is: [CH3:1][O:2][C:3]([C:5]1[C:6](=[O:28])[C:7]2[CH:12]=[N:11][C:10]([NH:42][C:39]3[CH:40]=[CH:41][C:36]([CH:33]4[CH2:32][CH2:31][N:30]([CH3:29])[CH2:35][CH2:34]4)=[CH:37][CH:38]=3)=[N:9][C:8]=2[N:17]([C:19]2[CH:20]=[C:21]3[C:25](=[CH:26][CH:27]=2)[CH2:24][CH2:23][CH2:22]3)[CH:18]=1)=[O:4]. (4) The product is: [Cl:8][C:4]1[CH:5]=[CH:6][CH:7]=[C:2]([Cl:1])[C:3]=1[C:9]1[S:10][C:11]2[C:33]([NH:37][C:36]([CH:38]3[CH2:40][CH2:39]3)=[O:43])=[N:21][CH:15]=[CH:14][C:12]=2[N:13]=1. Given the reactants [Cl:1][C:2]1[CH:7]=[CH:6][CH:5]=[C:4]([Cl:8])[C:3]=1[C:9]1[S:10][CH:11]=[C:12](/[CH:14]=[CH:15]/C(N=[N+]=[N-])=O)[N:13]=1.[N-:21]=[N+]=[N-].[Na+].ClC1C=CC=C(Cl)C=1[C:33]1SC=[C:36](/[CH:38]=[CH:39]/[C:40](Cl)=O)[N:37]=1.[OH2:43], predict the reaction product. (5) Given the reactants F[C:2]1[N:7]=[CH:6][CH:5]=[CH:4][N:3]=1.[C:8]([N:11]1[C:20]2[C:15](=[CH:16][C:17]([N:21]3[CH2:26][CH2:25][N:24]([C:27]([O:29][C:30]([CH3:33])([CH3:32])[CH3:31])=[O:28])[CH2:23][CH2:22]3)=[CH:18][CH:19]=2)[C@H:14]([NH2:34])[C@@H:13]([CH3:35])[C@@H:12]1[CH3:36])(=[O:10])[CH3:9].CCN(C(C)C)C(C)C, predict the reaction product. The product is: [C:8]([N:11]1[C:20]2[C:15](=[CH:16][C:17]([N:21]3[CH2:22][CH2:23][N:24]([C:27]([O:29][C:30]([CH3:33])([CH3:32])[CH3:31])=[O:28])[CH2:25][CH2:26]3)=[CH:18][CH:19]=2)[C@H:14]([NH:34][C:2]2[N:7]=[CH:6][CH:5]=[CH:4][N:3]=2)[C@@H:13]([CH3:35])[C@@H:12]1[CH3:36])(=[O:10])[CH3:9]. (6) Given the reactants [CH2:1]1[O:11][C:10]2[C:3](=[C:4]([CH:7]=[CH:8][CH:9]=2)[CH:5]=[O:6])[O:2]1.O[CH2:13][CH2:14][C:15]1[C:23]2[C:18](=[CH:19][CH:20]=[CH:21][CH:22]=2)[NH:17][CH:16]=1.FC(F)(F)C(O)=O, predict the reaction product. The product is: [O:11]1[C:10]2[CH:9]=[CH:8][CH:7]=[C:4]([CH:5]3[C:16]4[NH:17][C:18]5[C:23]([C:15]=4[CH2:14][CH2:13][O:6]3)=[CH:22][CH:21]=[CH:20][CH:19]=5)[C:3]=2[O:2][CH2:1]1. (7) Given the reactants Cl[C:2]1[N:12]=[C:11]2[C:5]([N:6]([CH3:22])[C:7](=[O:21])[CH2:8][CH2:9][N:10]2[CH2:13][CH2:14][N:15]2[CH2:20][CH2:19][O:18][CH2:17][CH2:16]2)=[CH:4][N:3]=1.[NH2:23][C:24]1[CH:39]=[CH:38][C:27]([C:28]([NH:30][CH:31]2[CH2:36][CH2:35]N(C)[CH2:33][CH2:32]2)=[O:29])=[CH:26][C:25]=1[O:40][CH3:41].O.[C:43]1(C)C=CC(S(O)(=O)=O)=CC=1.CO, predict the reaction product. The product is: [CH:31]1([NH:30][C:28](=[O:29])[C:27]2[CH:38]=[CH:39][C:24]([NH:23][C:2]3[N:12]=[C:11]4[C:5]([N:6]([CH3:22])[C:7](=[O:21])[CH2:8][CH2:9][N:10]4[CH2:13][CH2:14][N:15]4[CH2:20][CH2:19][O:18][CH2:17][CH2:16]4)=[CH:4][N:3]=3)=[C:25]([O:40][CH3:41])[CH:26]=2)[CH2:32][CH2:33][CH2:43][CH2:35][CH2:36]1.